Dataset: Peptide-MHC class II binding affinity with 134,281 pairs from IEDB. Task: Regression. Given a peptide amino acid sequence and an MHC pseudo amino acid sequence, predict their binding affinity value. This is MHC class II binding data. The peptide sequence is DDGRNIAWDNDKLES. The MHC is DRB3_0101 with pseudo-sequence DRB3_0101. The binding affinity (normalized) is 0.202.